This data is from Full USPTO retrosynthesis dataset with 1.9M reactions from patents (1976-2016). The task is: Predict the reactants needed to synthesize the given product. The reactants are: [N:1]1[C:9]2[C:4](=[N:5][CH:6]=[CH:7][CH:8]=2)[N:3]([CH2:10][C:11]2[CH:27]=[CH:26][C:14]3[N:15]=[C:16]([NH:18][C@@H:19]4[CH2:24][CH2:23][CH2:22][CH2:21][C@H:20]4[OH:25])[S:17][C:13]=3[CH:12]=2)[CH:2]=1.CC(OI1(OC(C)=O)(OC(C)=O)OC(=O)C2C=CC=CC1=2)=O. Given the product [N:1]1[C:9]2[C:4](=[N:5][CH:6]=[CH:7][CH:8]=2)[N:3]([CH2:10][C:11]2[CH:27]=[CH:26][C:14]3[N:15]=[C:16]([NH:18][C@@H:19]4[CH2:24][CH2:23][CH2:22][CH2:21][C:20]4=[O:25])[S:17][C:13]=3[CH:12]=2)[CH:2]=1, predict the reactants needed to synthesize it.